Task: Predict the reaction yield, written as a fraction of the theoretical maximum amount of product (1.0 means a 100% yield; for example, 0.34 means a 34% yield).. Dataset: Reaction yield outcomes from USPTO patents with 853,638 reactions The reactants are [NH2:1][C@@H:2]([CH2:6][CH2:7][CH2:8][N:9]([CH2:23][CH2:24][NH:25][C:26]([O:28][CH2:29][C:30]1[CH:35]=[CH:34][CH:33]=[CH:32][CH:31]=1)=[O:27])[CH2:10][CH2:11][NH:12][C:13]([O:15][CH2:16][C:17]1[CH:22]=[CH:21][CH:20]=[CH:19][CH:18]=1)=[O:14])[C:3]([OH:5])=[O:4].C([O-])([O-])=O.[K+].[K+].[CH3:42][C:43]([O:46][C:47](O[C:47]([O:46][C:43]([CH3:45])([CH3:44])[CH3:42])=[O:48])=[O:48])([CH3:45])[CH3:44]. The catalyst is O.CC(C)=O. The product is [CH2:16]([O:15][C:13]([NH:12][CH2:11][CH2:10][N:9]([CH2:23][CH2:24][NH:25][C:26]([O:28][CH2:29][C:30]1[CH:31]=[CH:32][CH:33]=[CH:34][CH:35]=1)=[O:27])[CH2:8][CH2:7][CH2:6][C@H:2]([NH:1][C:47]([O:46][C:43]([CH3:45])([CH3:44])[CH3:42])=[O:48])[C:3]([OH:5])=[O:4])=[O:14])[C:17]1[CH:18]=[CH:19][CH:20]=[CH:21][CH:22]=1. The yield is 0.810.